The task is: Predict the reactants needed to synthesize the given product.. This data is from Full USPTO retrosynthesis dataset with 1.9M reactions from patents (1976-2016). (1) Given the product [Cl:15][C:16]1[N:24]=[C:23]2[C:19]([N:20]=[CH:21][NH:22]2)=[C:18]([O:11][C:7]2[C:6]([CH3:12])=[CH:5][C:4]([CH:1]3[CH2:3][CH2:2]3)=[CH:9][C:8]=2[CH3:10])[N:17]=1, predict the reactants needed to synthesize it. The reactants are: [CH:1]1([C:4]2[CH:9]=[C:8]([CH3:10])[C:7]([OH:11])=[C:6]([CH3:12])[CH:5]=2)[CH2:3][CH2:2]1.[H-].[Na+].[Cl:15][C:16]1[N:24]=[C:23]2[C:19]([NH:20][CH:21]=[N:22]2)=[C:18](Cl)[N:17]=1. (2) Given the product [C:9]1([C:8]#[C:6][C:2]2[O:1][CH:5]=[CH:4][CH:3]=2)[CH:14]=[CH:13][CH:12]=[CH:11][CH:10]=1, predict the reactants needed to synthesize it. The reactants are: [O:1]1[CH:5]=[CH:4][CH:3]=[C:2]1[C:6]#N.[C:8](#N)[C:9]1[CH:14]=[CH:13][CH:12]=[CH:11][CH:10]=1. (3) The reactants are: [CH3:1][O:2][C:3]([C:5]1[N:6]([C:28]2[CH:33]=[CH:32][CH:31]=[CH:30][CH:29]=2)[C:7]2[C:12]([C:13](=[O:26])[C:14]=1[CH2:15][C:16]1[CH:21]=[CH:20][C:19](SCCO)=[CH:18][CH:17]=1)=[CH:11][CH:10]=[C:9]([Cl:27])[CH:8]=2)=[O:4].O[O:35][S:36]([O-:38])=O.[K+].C([O-])(O)=O.[Na+].C1C[O:48][CH2:47][CH2:46]1. Given the product [CH3:1][O:2][C:3]([C:5]1[N:6]([C:28]2[CH:33]=[CH:32][CH:31]=[CH:30][CH:29]=2)[C:7]2[C:12]([C:13](=[O:26])[C:14]=1[CH2:15][C:16]1[CH:21]=[CH:20][C:19]([S:36]([CH2:46][CH2:47][OH:48])(=[O:38])=[O:35])=[CH:18][CH:17]=1)=[CH:11][CH:10]=[C:9]([Cl:27])[CH:8]=2)=[O:4], predict the reactants needed to synthesize it. (4) Given the product [CH2:1]([O:3][C:4]([C:6]12[CH2:8][CH:7]1[CH:9]=[CH:10][CH2:44][CH2:43][CH2:42][CH2:41][N:39]([CH3:40])[C:38](=[O:47])[CH:15]1[CH:14]([CH2:18][CH:17]([O:19][C:20]3[CH:25]=[C:24]([C:26]4[CH:31]=[CH:30][CH:29]=[CH:28][CH:27]=4)[N:23]=[C:22]([C:32]4[CH:33]=[CH:34][CH:35]=[CH:36][CH:37]=4)[N:21]=3)[CH2:16]1)[C:12](=[O:13])[NH:11]2)=[O:5])[CH3:2], predict the reactants needed to synthesize it. The reactants are: [CH2:1]([O:3][C:4]([C:6]1([NH:11][C:12]([CH:14]2[CH2:18][CH:17]([O:19][C:20]3[CH:25]=[C:24]([C:26]4[CH:31]=[CH:30][CH:29]=[CH:28][CH:27]=4)[N:23]=[C:22]([C:32]4[CH:37]=[CH:36][CH:35]=[CH:34][CH:33]=4)[N:21]=3)[CH2:16][CH:15]2[C:38](=[O:47])[N:39]([CH2:41][CH2:42][CH2:43][CH2:44]C=C)[CH3:40])=[O:13])[CH2:8][CH:7]1[CH:9]=[CH2:10])=[O:5])[CH3:2]. (5) Given the product [C:21]([O:20][C:18]([N:1]1[CH:5]=[C:4]([C:6]([O:8][CH2:9][CH3:10])=[O:7])[CH:3]=[N:2]1)=[O:19])([CH3:24])([CH3:23])[CH3:22], predict the reactants needed to synthesize it. The reactants are: [NH:1]1[CH:5]=[C:4]([C:6]([O:8][CH2:9][CH3:10])=[O:7])[CH:3]=[N:2]1.C(N(CC)CC)C.[C:18](O[C:18]([O:20][C:21]([CH3:24])([CH3:23])[CH3:22])=[O:19])([O:20][C:21]([CH3:24])([CH3:23])[CH3:22])=[O:19]. (6) Given the product [CH3:1][C:2]1[CH:10]=[CH:9][C:8]2[N:7]([S:11]([C:14]3[CH:20]=[CH:19][C:17]([CH3:18])=[CH:16][CH:15]=3)(=[O:13])=[O:12])[CH:6]=[CH:5][C:4]=2[C:3]=1[NH2:21], predict the reactants needed to synthesize it. The reactants are: [CH3:1][C:2]1[C:3]([NH:21]C(=O)OC(C)(C)C)=[C:4]2[C:8](=[CH:9][CH:10]=1)[N:7]([S:11]([C:14]1[CH:20]=[CH:19][C:17]([CH3:18])=[CH:16][CH:15]=1)(=[O:13])=[O:12])[CH:6]=[CH:5]2.C(O)(C(F)(F)F)=O. (7) Given the product [C:1]([C:3]1[CH:4]=[C:5]([S:45]([NH:48][C:49]2[S:53][N:52]=[CH:51][N:50]=2)(=[O:47])=[O:46])[CH:6]=[CH:7][C:8]=1[O:9][C:10]1[CH:15]=[CH:14][C:13]([C:16]([F:19])([F:17])[F:18])=[CH:12][C:11]=1[C:20]1[CH:21]=[N:22][NH:23][C:24]=1[CH3:25])#[N:2], predict the reactants needed to synthesize it. The reactants are: [C:1]([C:3]1[CH:4]=[C:5]([S:45]([NH:48][C:49]2[S:53][N:52]=[CH:51][N:50]=2)(=[O:47])=[O:46])[CH:6]=[CH:7][C:8]=1[O:9][C:10]1[CH:15]=[CH:14][C:13]([C:16]([F:19])([F:18])[F:17])=[CH:12][C:11]=1[C:20]1[CH:21]=[N:22][N:23](C(C2C=CC=CC=2)(C2C=CC=CC=2)C2C=CC=CC=2)[C:24]=1[CH3:25])#[N:2].